Dataset: Forward reaction prediction with 1.9M reactions from USPTO patents (1976-2016). Task: Predict the product of the given reaction. (1) Given the reactants [F:1][C:2]1[CH:3]=[C:4]([CH:6]=[CH:7][C:8]=1[C:9]1[C:10]2[CH:17]=[C:16]([CH3:18])[NH:15][C:11]=2[N:12]=[CH:13][N:14]=1)[NH2:5].[F:19][CH:20]([F:32])[O:21][C:22]1[CH:27]=[CH:26][C:25]([S:28](Cl)(=[O:30])=[O:29])=[CH:24][CH:23]=1, predict the reaction product. The product is: [F:32][CH:20]([F:19])[O:21][C:22]1[CH:23]=[CH:24][C:25]([S:28]([NH:5][C:4]2[CH:6]=[CH:7][C:8]([C:9]3[C:10]4[CH:17]=[C:16]([CH3:18])[NH:15][C:11]=4[N:12]=[CH:13][N:14]=3)=[C:2]([F:1])[CH:3]=2)(=[O:30])=[O:29])=[CH:26][CH:27]=1. (2) Given the reactants [CH:1]1([C:4]2[N:8]=[C:7]([C:9]3[C:17]4[CH2:16][CH2:15][CH2:14][O:13][C:12]=4[S:11][C:10]=3[NH2:18])[O:6][N:5]=2)[CH2:3][CH2:2]1.[C:19]12[C:28](=[O:29])[O:27][C:25](=[O:26])[C:20]=1[CH2:21][CH2:22][CH2:23][CH2:24]2, predict the reaction product. The product is: [CH:1]1([C:4]2[N:8]=[C:7]([C:9]3[C:17]4[CH2:16][CH2:15][CH2:14][O:13][C:12]=4[S:11][C:10]=3[NH:18][C:28]([C:19]3[CH2:24][CH2:23][CH2:22][CH2:21][C:20]=3[C:25]([OH:27])=[O:26])=[O:29])[O:6][N:5]=2)[CH2:2][CH2:3]1. (3) Given the reactants C(=O)([O-])[O-].[K+].[K+].O1CCOCC1.[C:13]([C:15]1[CH:20]=[CH:19][C:18]([C:21]#[C:22][C:23]([C:25]2[N:30]=[C:29]([C:31]([O:33][CH3:34])=[O:32])[CH:28]=[CH:27][CH:26]=2)=[O:24])=[CH:17][CH:16]=1)#[N:14].CC1C=C(C)C=C(C)C=1S([O-])(=O)=O.[NH2:48][N+:49]1[CH:54]=[CH:53][CH:52]=[C:51]([O:55][CH3:56])[CH:50]=1, predict the reaction product. The product is: [C:13]([C:15]1[CH:16]=[CH:17][C:18]([C:21]2[C:22]([C:23]([C:25]3[N:30]=[C:29]([C:31]([O:33][CH3:34])=[O:32])[CH:28]=[CH:27][CH:26]=3)=[O:24])=[C:54]3[CH:53]=[CH:52][C:51]([O:55][CH3:56])=[CH:50][N:49]3[N:48]=2)=[CH:19][CH:20]=1)#[N:14]. (4) Given the reactants CS(O[CH2:6][C:7]1([CH2:36]OS(C)(=O)=O)[CH2:10][C:9]([CH2:33][C:34]#[N:35])([N:11]2[CH:15]=[C:14]([C:16]3[C:17]4[CH:24]=[CH:23][N:22]([CH2:25][O:26][CH2:27][CH2:28][Si:29]([CH3:32])([CH3:31])[CH3:30])[C:18]=4[N:19]=[CH:20][N:21]=3)[CH:13]=[N:12]2)[CH2:8]1)(=O)=O.[BH4-].[Na+], predict the reaction product. The product is: [CH3:6][C:7]1([CH3:36])[CH2:8][C:9]([CH2:33][C:34]#[N:35])([N:11]2[CH:15]=[C:14]([C:16]3[C:17]4[CH:24]=[CH:23][N:22]([CH2:25][O:26][CH2:27][CH2:28][Si:29]([CH3:31])([CH3:30])[CH3:32])[C:18]=4[N:19]=[CH:20][N:21]=3)[CH:13]=[N:12]2)[CH2:10]1. (5) Given the reactants [CH2:1]([C:11]#[C:12][C:13]#[C:14][CH2:15][CH2:16][CH2:17][CH2:18][CH2:19][CH2:20][CH2:21]CCC)[CH2:2][CH2:3]CCCCCCC.C1COCC1.[OH-].[K+], predict the reaction product. The product is: [CH2:12]([C:11]#[C:1][C:2]#[CH:3])[CH2:13][CH2:14][CH2:15][CH2:16][CH2:17][CH2:18][CH2:19][CH2:20][CH3:21]. (6) The product is: [OH:10][C:11]1[C:12]([CH3:26])=[C:13]([CH3:25])[C:14]([NH:18][C:19](=[O:24])[C:20]([CH3:21])([CH3:22])[CH3:23])=[N:15][C:16]=1[CH3:17]. Given the reactants CO.C([O:10][C:11]1[C:12]([CH3:26])=[C:13]([CH3:25])[C:14]([NH:18][C:19](=[O:24])[C:20]([CH3:23])([CH3:22])[CH3:21])=[N:15][C:16]=1[CH3:17])C1C=CC=CC=1, predict the reaction product.